From a dataset of Full USPTO retrosynthesis dataset with 1.9M reactions from patents (1976-2016). Predict the reactants needed to synthesize the given product. (1) Given the product [CH:1]1([N:6]2[C:15]3[N:14]=[C:13]([NH:16][C:17]4[CH:32]=[CH:31][C:20]([C:21]([OH:23])=[O:22])=[CH:19][C:18]=4[O:33][CH3:34])[N:12]=[CH:11][C:10]=3[N:9]=[C:8]([CH3:35])[C:7]2=[O:36])[CH2:2][CH2:3][CH2:4][CH2:5]1, predict the reactants needed to synthesize it. The reactants are: [CH:1]1([N:6]2[C:15]3[N:14]=[C:13]([NH:16][C:17]4[CH:32]=[CH:31][C:20]([C:21]([O:23]CC5C=CC=CC=5)=[O:22])=[CH:19][C:18]=4[O:33][CH3:34])[N:12]=[CH:11][C:10]=3[N:9]=[C:8]([CH3:35])[C:7]2=[O:36])[CH2:5][CH2:4][CH2:3][CH2:2]1. (2) Given the product [CH2:42]([Te:41][CH2:20][CH2:19][CH2:18][O:17][C:15]1[CH:16]=[C:11]([CH:12]=[C:13]([O:27][CH2:28][CH2:29][CH2:30][Te:41][CH2:42][CH2:43][CH2:44][CH2:45][CH2:46][CH3:47])[C:14]=1[O:22][CH2:23][CH2:24][CH2:25][Te:41][CH2:42][CH2:43][CH2:44][CH2:45][CH2:46][CH3:47])[CH2:10][OH:9])[CH2:43][CH2:44][CH2:45][CH2:46][CH3:47], predict the reactants needed to synthesize it. The reactants are: C([O:9][CH2:10][C:11]1[CH:16]=[C:15]([O:17][CH2:18][CH2:19][CH2:20]Br)[C:14]([O:22][CH2:23][CH2:24][CH2:25]Br)=[C:13]([O:27][CH2:28][CH2:29][CH2:30]Br)[CH:12]=1)(=O)C1C=CC=CC=1.[BH4-].[Na+].[CH2:42]([Te:41][Te:41][CH2:42][CH2:43][CH2:44][CH2:45][CH2:46][CH3:47])[CH2:43][CH2:44][CH2:45][CH2:46][CH3:47]. (3) Given the product [C:1]1([C:7]2[S:8][CH:9]=[C:10]([C:12]3[CH:13]=[CH:14][C:15]([CH2:18][CH2:19][NH2:20])=[CH:16][CH:17]=3)[N:11]=2)[CH:2]=[CH:3][CH:4]=[CH:5][CH:6]=1, predict the reactants needed to synthesize it. The reactants are: [C:1]1([C:7]2[S:8][CH:9]=[C:10]([C:12]3[CH:17]=[CH:16][C:15]([CH2:18][CH2:19][NH:20]C(=O)C)=[CH:14][CH:13]=3)[N:11]=2)[CH:6]=[CH:5][CH:4]=[CH:3][CH:2]=1.Cl.[OH-].[Na+]. (4) Given the product [Cl:1][C:2]1[CH:3]=[C:4]([CH:23]=[CH:24][CH:25]=1)[CH2:5][O:6][C:7]1[CH:16]=[C:15]2[C:10]([CH:11]=[C:12]([C:17]([CH3:22])([CH3:21])[C:18]([Cl:29])=[O:19])[CH:13]=[N:14]2)=[CH:9][CH:8]=1, predict the reactants needed to synthesize it. The reactants are: [Cl:1][C:2]1[CH:3]=[C:4]([CH:23]=[CH:24][CH:25]=1)[CH2:5][O:6][C:7]1[CH:16]=[C:15]2[C:10]([CH:11]=[C:12]([C:17]([CH3:22])([CH3:21])[C:18](O)=[O:19])[CH:13]=[N:14]2)=[CH:9][CH:8]=1.C(Cl)(=O)C([Cl:29])=O. (5) Given the product [Cl:13][C:12]1[CH:11]=[CH:10][C:9]([NH:14][C:15](=[O:17])[CH3:16])=[C:8]([F:18])[C:7]=1[CH2:6][C:19]#[N:20], predict the reactants needed to synthesize it. The reactants are: CS(O[CH2:6][C:7]1[C:12]([Cl:13])=[CH:11][CH:10]=[C:9]([NH:14][C:15](=[O:17])[CH3:16])[C:8]=1[F:18])(=O)=O.[C-:19]#[N:20].[Na+].O. (6) The reactants are: [CH2:1]([CH:3]([NH:6][C:7]1[CH:12]=[C:11]([CH3:13])[N:10]=[C:9]([O:14][C:15]2[C:20]([CH3:21])=[CH:19][C:18]([CH3:22])=[CH:17][C:16]=2[CH3:23])[C:8]=1[NH2:24])[CH2:4][CH3:5])[CH3:2].C[Si]([N-][Si](C)(C)C)(C)C.[Li+].[CH2:35](Br)[CH:36]=[CH2:37]. Given the product [CH2:37]([NH:24][C:8]1[C:9]([O:14][C:15]2[C:20]([CH3:21])=[CH:19][C:18]([CH3:22])=[CH:17][C:16]=2[CH3:23])=[N:10][C:11]([CH3:13])=[CH:12][C:7]=1[NH:6][CH:3]([CH2:4][CH3:5])[CH2:1][CH3:2])[CH:36]=[CH2:35], predict the reactants needed to synthesize it. (7) Given the product [F:18][C:15]([F:16])([F:17])[C:12]1[CH:13]=[CH:14][C:9]([O:8][C:7]2[NH:3][N:4]=[C:5]([C:19]3[CH:20]=[C:21]([C:25]4([NH:29][C:30](=[O:36])[O:31][C:32]([CH3:34])([CH3:35])[CH3:33])[CH2:28][O:27][CH2:26]4)[CH:22]=[CH:23][CH:24]=3)[CH:6]=2)=[CH:10][CH:11]=1, predict the reactants needed to synthesize it. The reactants are: C([N:3]1[C:7]([O:8][C:9]2[CH:14]=[CH:13][C:12]([C:15]([F:18])([F:17])[F:16])=[CH:11][CH:10]=2)=[CH:6][C:5]([C:19]2[CH:20]=[C:21]([C:25]3([NH:29][C:30](=[O:36])[O:31][C:32]([CH3:35])([CH3:34])[CH3:33])[CH2:28][O:27][CH2:26]3)[CH:22]=[CH:23][CH:24]=2)=[N:4]1)=C.C[N+]1([O-])CCOCC1.[O-]S([O-])=O.[Na+].[Na+]. (8) Given the product [CH2:1]([C:3]1[C:4]([C:11]([O:13][CH2:14][C:15]2[CH:20]=[CH:19][CH:18]=[CH:17][CH:16]=2)=[O:12])=[C:5]([CH:9]=[O:10])[NH:6][C:7]=1[C:36]1[O:37][C:33]([CH:31]=[O:32])=[CH:34][CH:35]=1)[CH3:2], predict the reactants needed to synthesize it. The reactants are: [CH2:1]([C:3]1[C:4]([C:11]([O:13][CH2:14][C:15]2[CH:20]=[CH:19][CH:18]=[CH:17][CH:16]=2)=[O:12])=[C:5]([CH:9]=[O:10])[NH:6][C:7]=1I)[CH3:2].FC1C=CC(B(O)O)=CC=1.[CH:31]([C:33]1[O:37][C:36](B(O)O)=[CH:35][CH:34]=1)=[O:32].